Dataset: Reaction yield outcomes from USPTO patents with 853,638 reactions. Task: Predict the reaction yield, written as a fraction of the theoretical maximum amount of product (1.0 means a 100% yield; for example, 0.34 means a 34% yield). (1) The reactants are [OH-].[NH4+:2].[F:3][C:4]1[C:12]([F:13])=[C:11](F)[C:10]([N+:15]([O-:17])=[O:16])=[CH:9][C:5]=1[C:6]([OH:8])=[O:7].Cl. The yield is 0.950. The product is [NH2:2][C:11]1[C:10]([N+:15]([O-:17])=[O:16])=[CH:9][C:5]([C:6]([OH:8])=[O:7])=[C:4]([F:3])[C:12]=1[F:13]. The catalyst is O. (2) The catalyst is O. The yield is 0.878. The product is [Br:11][C:7]1[CH:6]=[N:5][CH:4]=[C:3]([N+:8]([O-:10])=[O:9])[C:2]=1[OH:1]. The reactants are [OH:1][C:2]1[CH:7]=[CH:6][N:5]=[CH:4][C:3]=1[N+:8]([O-:10])=[O:9].[Br:11]Br.